Dataset: Forward reaction prediction with 1.9M reactions from USPTO patents (1976-2016). Task: Predict the product of the given reaction. (1) Given the reactants [Cl:1][C:2]1[CH:3]=[C:4]([C:12]2[O:16][N:15]=[C:14]([C:17]3[CH:25]=[CH:24][CH:23]=[C:22]4[C:18]=3[CH2:19][N:20](C(OC(C)(C)C)=O)[CH2:21]4)[N:13]=2)[CH:5]=[CH:6][C:7]=1[O:8][CH:9]([CH3:11])[CH3:10].C(O)(C(F)(F)F)=O, predict the reaction product. The product is: [Cl:1][C:2]1[CH:3]=[C:4]([C:12]2[O:16][N:15]=[C:14]([C:17]3[CH:25]=[CH:24][CH:23]=[C:22]4[C:18]=3[CH2:19][NH:20][CH2:21]4)[N:13]=2)[CH:5]=[CH:6][C:7]=1[O:8][CH:9]([CH3:11])[CH3:10]. (2) Given the reactants [NH2:1][C:2]1[CH:7]=[CH:6][C:5]([Cl:8])=[CH:4][N:3]=1.Cl[I:10].[OH-].[Na+], predict the reaction product. The product is: [Cl:8][C:5]1[CH:6]=[C:7]([I:10])[C:2]([NH2:1])=[N:3][CH:4]=1. (3) Given the reactants N1([C:6](N2C=CN=C2)=[O:7])C=CN=C1.[CH:13]1([CH2:17][OH:18])[CH2:16][CH2:15][CH2:14]1.Cl.[F:20][C:21]1[CH:26]=[C:25]([S:27]([CH3:30])(=[O:29])=[O:28])[CH:24]=[CH:23][C:22]=1[N:31]1[C:35]2=[N:36][CH:37]=[N:38][C:39]([S:40][CH:41]3[CH2:46][CH2:45][NH:44][CH2:43][CH2:42]3)=[C:34]2[CH:33]=[N:32]1.C(N(CC)CC)C, predict the reaction product. The product is: [CH:13]1([CH2:17][O:18][C:6]([N:44]2[CH2:43][CH2:42][CH:41]([S:40][C:39]3[N:38]=[CH:37][N:36]=[C:35]4[N:31]([C:22]5[CH:23]=[CH:24][C:25]([S:27]([CH3:30])(=[O:29])=[O:28])=[CH:26][C:21]=5[F:20])[N:32]=[CH:33][C:34]=34)[CH2:46][CH2:45]2)=[O:7])[CH2:16][CH2:15][CH2:14]1. (4) Given the reactants Br[C:2]1[CH:3]=[C:4]([Cl:16])[CH:5]=[C:6]2[C:10]=1[N:9]([CH3:11])[C:8]([C:12]([NH2:14])=[O:13])=[C:7]2[CH3:15].[Cl:17][C:18]1[CH:23]=[CH:22][C:21](B(O)O)=[CH:20][CH:19]=1, predict the reaction product. The product is: [Cl:16][C:4]1[CH:5]=[C:6]2[C:10](=[C:2]([C:21]3[CH:22]=[CH:23][C:18]([Cl:17])=[CH:19][CH:20]=3)[CH:3]=1)[N:9]([CH3:11])[C:8]([C:12]([NH2:14])=[O:13])=[C:7]2[CH3:15]. (5) The product is: [CH2:1]([C@@H:8]1[CH2:13][NH:12][CH2:11][CH2:10][N:9]1[C:21](=[O:42])[CH2:22][CH2:23][C:24]1[CH:41]=[CH:40][CH:39]=[CH:38][C:25]=1[O:26][C:27]1[CH:32]=[CH:31][CH:30]=[CH:29][C:28]=1[CH2:33][CH2:34][C:35]([OH:37])=[O:36])[C:2]1[CH:7]=[CH:6][CH:5]=[CH:4][CH:3]=1. Given the reactants [CH2:1]([C@@H:8]1[CH2:13][N:12](C(OC(C)(C)C)=O)[CH2:11][CH2:10][N:9]1[C:21](=[O:42])[CH2:22][CH2:23][C:24]1[CH:41]=[CH:40][CH:39]=[CH:38][C:25]=1[O:26][C:27]1[CH:32]=[CH:31][CH:30]=[CH:29][C:28]=1[CH2:33][CH2:34][C:35]([OH:37])=[O:36])[C:2]1[CH:7]=[CH:6][CH:5]=[CH:4][CH:3]=1.C(O)(C(F)(F)F)=O, predict the reaction product. (6) The product is: [Cl:1][C:2]1[C:3]([O:12][C:13]2[CH:18]=[C:17]([O:19][CH:20]([CH3:21])[CH3:22])[CH:16]=[CH:15][C:14]=2[CH2:23][CH2:24][CH2:25][CH2:26][O:27][C:29]2[CH:33]=[C:32]([CH2:34][CH2:35][C:36]([OH:38])=[O:37])[N:31]([CH3:41])[N:30]=2)=[N:4][CH:5]=[C:6]([C:8]([F:11])([F:10])[F:9])[CH:7]=1. Given the reactants [Cl:1][C:2]1[C:3]([O:12][C:13]2[CH:18]=[C:17]([O:19][CH:20]([CH3:22])[CH3:21])[CH:16]=[CH:15][C:14]=2[CH2:23][CH2:24][CH2:25][CH2:26][OH:27])=[N:4][CH:5]=[C:6]([C:8]([F:11])([F:10])[F:9])[CH:7]=1.O[C:29]1[CH:33]=[C:32]([CH2:34][CH2:35][C:36]([O:38]CC)=[O:37])[N:31]([CH3:41])[N:30]=1.C(P(CCCC)CCCC)CCC.N(C(N1CCCCC1)=O)=NC(N1CCCCC1)=O.O1CCCC1CO.[OH-].[Na+].Cl, predict the reaction product. (7) Given the reactants [CH2:1]([O:4][C@H:5]1[CH2:10][CH2:9][C@H:8]([C:11]([O:13]CC)=[O:12])[CH2:7][CH2:6]1)[CH2:2][CH3:3].[OH-].[Na+].O1CCCC1, predict the reaction product. The product is: [CH2:1]([O:4][C@H:5]1[CH2:10][CH2:9][C@H:8]([C:11]([OH:13])=[O:12])[CH2:7][CH2:6]1)[CH2:2][CH3:3].